From a dataset of Reaction yield outcomes from USPTO patents with 853,638 reactions. Predict the reaction yield, written as a fraction of the theoretical maximum amount of product (1.0 means a 100% yield; for example, 0.34 means a 34% yield). (1) The reactants are Br[C:2]1[CH:7]=[CH:6][C:5]([CH:8]2[C:12]3[C:13]([CH3:19])=[CH:14][C:15]([CH3:18])=[C:16]([CH3:17])[C:11]=3[O:10][CH2:9]2)=[CH:4][CH:3]=1.[CH3:20][OH:21]. No catalyst specified. The product is [CH:20]([C:2]1[CH:7]=[CH:6][C:5]([CH:8]2[C:12]3[C:13]([CH3:19])=[CH:14][C:15]([CH3:18])=[C:16]([CH3:17])[C:11]=3[O:10][CH2:9]2)=[CH:4][CH:3]=1)=[O:21]. The yield is 0.730. (2) The reactants are [CH3:1][O:2][C:3]1[CH:11]=[C:7]([C:8]([OH:10])=[O:9])[C:6]([NH2:12])=[CH:5][CH:4]=1.[C:13](OC(=O)C)(=O)[CH3:14]. No catalyst specified. The product is [CH3:13][C:14]1[O:9][C:8](=[O:10])[C:7]2[CH:11]=[C:3]([O:2][CH3:1])[CH:4]=[CH:5][C:6]=2[N:12]=1. The yield is 0.710.